This data is from Reaction yield outcomes from USPTO patents with 853,638 reactions. The task is: Predict the reaction yield, written as a fraction of the theoretical maximum amount of product (1.0 means a 100% yield; for example, 0.34 means a 34% yield). (1) The reactants are [Cl:1][C:2]1[CH:11]=[CH:10][C:9]([CH3:12])=[CH:8][C:3]=1[C:4]([O:6][CH3:7])=[O:5].[Br:13]N1C(=O)CCC1=O.C(OOC(=O)C1C=CC=CC=1)(=O)C1C=CC=CC=1.ClCCl. The catalyst is C(Cl)(Cl)(Cl)Cl. The product is [Br:13][CH2:12][C:9]1[CH:10]=[CH:11][C:2]([Cl:1])=[C:3]([CH:8]=1)[C:4]([O:6][CH3:7])=[O:5]. The yield is 0.950. (2) The reactants are Br[C:2]1[CH:11]=[C:10]2[C:5]([N:6]=[CH:7][C:8]([C:12]3[CH:13]=[N:14][N:15]([CH3:17])[CH:16]=3)=[N:9]2)=[CH:4][CH:3]=1.CC1(C)C(C)(C)OB([C:26]2[CH2:27][CH2:28][N:29]([C:32]([O:34][C:35]([CH3:38])([CH3:37])[CH3:36])=[O:33])[CH2:30][CH:31]=2)O1.C(=O)([O-])[O-].[Na+].[Na+]. The catalyst is O1CCOCC1.O.C1C=CC([P]([Pd]([P](C2C=CC=CC=2)(C2C=CC=CC=2)C2C=CC=CC=2)([P](C2C=CC=CC=2)(C2C=CC=CC=2)C2C=CC=CC=2)[P](C2C=CC=CC=2)(C2C=CC=CC=2)C2C=CC=CC=2)(C2C=CC=CC=2)C2C=CC=CC=2)=CC=1. The product is [CH3:17][N:15]1[CH:16]=[C:12]([C:8]2[CH:7]=[N:6][C:5]3[C:10]([N:9]=2)=[CH:11][C:2]([C:26]2[CH2:31][CH2:30][N:29]([C:32]([O:34][C:35]([CH3:38])([CH3:37])[CH3:36])=[O:33])[CH2:28][CH:27]=2)=[CH:3][CH:4]=3)[CH:13]=[N:14]1. The yield is 0.530. (3) The yield is 0.848. The reactants are [F:1][CH2:2][CH2:3][N:4]([CH3:26])[C:5]1[N:25]=[C:8]2[CH:9]=[C:10]([NH:13][C:14]([C:16]3[N:20]([CH3:21])[N:19]=[CH:18][C:17]=3[C:22](O)=[O:23])=[O:15])[CH:11]=[CH:12][N:7]2[N:6]=1.Cl.[F:28][CH:29]1[CH2:32][NH:31][CH2:30]1. The product is [F:1][CH2:2][CH2:3][N:4]([CH3:26])[C:5]1[N:25]=[C:8]2[CH:9]=[C:10]([NH:13][C:14]([C:16]3[N:20]([CH3:21])[N:19]=[CH:18][C:17]=3[C:22]([N:31]3[CH2:32][CH:29]([F:28])[CH2:30]3)=[O:23])=[O:15])[CH:11]=[CH:12][N:7]2[N:6]=1. No catalyst specified. (4) The product is [CH:2]([CH:15]1[C:20](=[O:21])[CH2:19][CH2:18][N:17]([CH2:25][C:24]2[CH:27]=[C:28]([N+:31]([O-:33])=[O:32])[CH:29]=[CH:30][C:23]=2[OH:22])[CH2:16]1)([C:9]1[CH:14]=[CH:13][CH:12]=[CH:11][CH:10]=1)[C:3]1[CH:4]=[CH:5][CH:6]=[CH:7][CH:8]=1. The catalyst is CN(C)C=O.O. The yield is 0.710. The reactants are Cl.[CH:2]([CH:15]1[C:20](=[O:21])[CH2:19][CH2:18][NH:17][CH2:16]1)([C:9]1[CH:14]=[CH:13][CH:12]=[CH:11][CH:10]=1)[C:3]1[CH:8]=[CH:7][CH:6]=[CH:5][CH:4]=1.[OH:22][C:23]1[CH:30]=[CH:29][C:28]([N+:31]([O-:33])=[O:32])=[CH:27][C:24]=1[CH2:25]Br.C(=O)([O-])O.[Na+].C(OCC)(=O)C. (5) The reactants are [CH2:1]([O:3][C:4](=[O:10])[CH:5]([Cl:9])[O:6][CH2:7][CH3:8])[CH3:2].[C:11]1([P:17]([C:24]2[CH:29]=[CH:28][CH:27]=[CH:26][CH:25]=2)[C:18]2[CH:23]=[CH:22][CH:21]=[CH:20][CH:19]=2)[CH:16]=[CH:15][CH:14]=[CH:13][CH:12]=1. The catalyst is C(Cl)(Cl)Cl. The product is [Cl-:9].[CH2:7]([O:6][CH:5]([P+:17]([C:18]1[CH:19]=[CH:20][CH:21]=[CH:22][CH:23]=1)([C:24]1[CH:29]=[CH:28][CH:27]=[CH:26][CH:25]=1)[C:11]1[CH:12]=[CH:13][CH:14]=[CH:15][CH:16]=1)[C:4]([O:3][CH2:1][CH3:2])=[O:10])[CH3:8]. The yield is 0.820. (6) The reactants are [CH2:1]([C:3]1[S:38][C:6]2[N:7]([CH2:13][C:14]3[CH:19]=[CH:18][C:17]([C:20]4[CH:25]=[CH:24][CH:23]=[CH:22][C:21]=4[C:26]4[N:30](COCCOC)[C:29](=[O:37])[O:28][N:27]=4)=[CH:16][CH:15]=3)[C:8](=[O:12])[NH:9][C:10](=[O:11])[C:5]=2[CH:4]=1)[CH3:2].Br[CH2:40][C:41]([C:43]1[CH:52]=[CH:51][CH:50]=[CH:49][C:44]=1[C:45]([O:47]C)=[O:46])=[O:42].CN(C)C=O.[H-].[Na+]. The catalyst is C(OCC)(=O)C. The product is [CH2:1]([C:3]1[S:38][C:6]2[N:7]([CH2:13][C:14]3[CH:15]=[CH:16][C:17]([C:20]4[CH:25]=[CH:24][CH:23]=[CH:22][C:21]=4[C:26]4[NH:30][C:29](=[O:37])[O:28][N:27]=4)=[CH:18][CH:19]=3)[C:8](=[O:12])[N:9]([CH2:40][C:41]([C:43]3[CH:52]=[CH:51][CH:50]=[CH:49][C:44]=3[C:45]([OH:47])=[O:46])=[O:42])[C:10](=[O:11])[C:5]=2[CH:4]=1)[CH3:2]. The yield is 0.300. (7) The reactants are [F:1][C:2]([F:20])([F:19])[CH2:3][NH:4][CH2:5][CH:6]1[CH2:11][CH2:10][N:9](C(OC(C)(C)C)=O)[CH2:8][CH2:7]1.[ClH:21].O1CCOCC1. The catalyst is C(Cl)Cl. The product is [ClH:21].[ClH:21].[F:20][C:2]([F:1])([F:19])[CH2:3][NH:4][CH2:5][CH:6]1[CH2:11][CH2:10][NH:9][CH2:8][CH2:7]1. The yield is 0.790. (8) The reactants are Cl[C:2]1[CH:7]=[C:6]([N:8]2[CH2:13][CH2:12][O:11][CH2:10][CH2:9]2)[N:5]=[C:4]([N:14]2[C:18]3[CH:19]=[CH:20][CH:21]=[C:22]([O:23][CH3:24])[C:17]=3[N:16]=[C:15]2[CH:25]([F:27])[F:26])[N:3]=1.[N:28]1[CH:33]=[C:32](B(O)O)[CH:31]=[N:30][CH:29]=1.C([O-])([O-])=O.[K+].[K+]. The catalyst is O1CCOCC1.O.C1C=CC(P(C2C=CC=CC=2)[C-]2C=CC=C2)=CC=1.C1C=CC(P(C2C=CC=CC=2)[C-]2C=CC=C2)=CC=1.Cl[Pd]Cl.[Fe+2]. The product is [F:26][CH:25]([F:27])[C:15]1[N:14]([C:4]2[N:3]=[C:2]([C:32]3[CH:33]=[N:28][CH:29]=[N:30][CH:31]=3)[CH:7]=[C:6]([N:8]3[CH2:13][CH2:12][O:11][CH2:10][CH2:9]3)[N:5]=2)[C:18]2[CH:19]=[CH:20][CH:21]=[C:22]([O:23][CH3:24])[C:17]=2[N:16]=1. The yield is 0.750.